From a dataset of Reaction yield outcomes from USPTO patents with 853,638 reactions. Predict the reaction yield, written as a fraction of the theoretical maximum amount of product (1.0 means a 100% yield; for example, 0.34 means a 34% yield). (1) The reactants are [N:1]1[C:10]2[C:5](=[CH:6][CH:7]=[CH:8][CH:9]=2)[CH:4]=[CH:3][C:2]=1[CH2:11][O:12][C:13]1[CH:18]=[CH:17][C:16]([CH2:19][C:20]([O:22]CC)=[O:21])=[CH:15][CH:14]=1.[OH-].[K+]. The catalyst is CO.O. The product is [N:1]1[C:10]2[C:5](=[CH:6][CH:7]=[CH:8][CH:9]=2)[CH:4]=[CH:3][C:2]=1[CH2:11][O:12][C:13]1[CH:14]=[CH:15][C:16]([CH2:19][C:20]([OH:22])=[O:21])=[CH:17][CH:18]=1. The yield is 0.920. (2) The reactants are Cl[CH:2]1[C:14](=[O:15])[C:13]2[C:12]3[C:7]4=[C:8]([O:16][CH2:17][CH:18]([C:19]5[CH:24]=[CH:23][CH:22]=[CH:21][CH:20]=5)[N:6]4[C:5]=2[CH2:4][CH2:3]1)[CH:9]=[CH:10][CH:11]=3.[Li+].[Cl-]. The catalyst is CN(C=O)C. The product is [C:19]1([CH:18]2[N:6]3[C:7]4[C:12]([C:13]5[C:5]3=[CH:4][CH:3]=[CH:2][C:14]=5[OH:15])=[CH:11][CH:10]=[CH:9][C:8]=4[O:16][CH2:17]2)[CH:20]=[CH:21][CH:22]=[CH:23][CH:24]=1. The yield is 0.680. (3) The reactants are [CH2:1]([O:8][C:9](=[O:20])[NH:10][C:11]1[CH:16]=[CH:15][CH:14]=[C:13]([C:17](=[O:19])[CH3:18])[CH:12]=1)[C:2]1[CH:7]=[CH:6][CH:5]=[CH:4][CH:3]=1.C1COCC1.[Br:26]Br.C([O-])(O)=O.[Na+]. The catalyst is C(OCC)C.[Cl-].[Al+3].[Cl-].[Cl-].C(OCC)(=O)C. The product is [CH2:1]([O:8][C:9](=[O:20])[NH:10][C:11]1[CH:16]=[CH:15][CH:14]=[C:13]([C:17](=[O:19])[CH2:18][Br:26])[CH:12]=1)[C:2]1[CH:7]=[CH:6][CH:5]=[CH:4][CH:3]=1. The yield is 0.570. (4) The reactants are O1CCCC1.[F:6][C:7]1[CH:8]=[C:9]([CH2:22][C:23](Cl)=[N:24][OH:25])[CH:10]=[CH:11][C:12]=1[O:13][CH2:14][C:15]1[CH:20]=[CH:19][C:18]([F:21])=[CH:17][N:16]=1.[C:27]([C:29]1[C:30]([NH2:35])=[N:31][CH:32]=[CH:33][CH:34]=1)#[CH:28].C(N(CC)CC)C. The catalyst is O. The product is [F:6][C:7]1[CH:8]=[C:9]([CH:10]=[CH:11][C:12]=1[O:13][CH2:14][C:15]1[CH:20]=[CH:19][C:18]([F:21])=[CH:17][N:16]=1)[CH2:22][C:23]1[CH:28]=[C:27]([C:29]2[C:30]([NH2:35])=[N:31][CH:32]=[CH:33][CH:34]=2)[O:25][N:24]=1. The yield is 0.135. (5) The reactants are Cl.FC1C=C(C=CC=1)CN1C=C(C2C3C(=NC=C(C4C=CC(C5CCNCC5)=CC=4)C=3)N(S(C3C=CC(C)=CC=3)(=O)=O)C=2)C=N1.[CH3:46][N:47]1[CH2:52][CH2:51][N:50]([C:53]2[N:58]=[CH:57][C:56]([C:59]3[CH:60]=[C:61]4[C:67]([C:68]5[CH:69]=[N:70][N:71]([CH2:73][CH2:74][C:75]6[CH:80]=[CH:79][CH:78]=[CH:77][CH:76]=6)[CH:72]=5)=[CH:66][N:65](S(C5C=CC(C)=CC=5)(=O)=O)[C:62]4=[N:63][CH:64]=3)=[CH:55][CH:54]=2)[CH2:49][CH2:48]1.[OH-].[Li+]. The catalyst is C1COCC1.CO.O. The product is [CH3:46][N:47]1[CH2:48][CH2:49][N:50]([C:53]2[N:58]=[CH:57][C:56]([C:59]3[CH:60]=[C:61]4[C:67]([C:68]5[CH:69]=[N:70][N:71]([CH2:73][CH2:74][C:75]6[CH:80]=[CH:79][CH:78]=[CH:77][CH:76]=6)[CH:72]=5)=[CH:66][NH:65][C:62]4=[N:63][CH:64]=3)=[CH:55][CH:54]=2)[CH2:51][CH2:52]1. The yield is 0.985. (6) The reactants are [CH:1]1([C:6]([S:8][C:9]2[CH:17]=[CH:16][CH:15]=[CH:14][C:10]=2[C:11](O)=[O:12])=O)[CH2:5][CH2:4][CH2:3][CH2:2]1.C([N:20](CC)CC)C.ClC(OCC)=O.[N-]=[N+]=[N-].[Na+].C(P(CCCC)CCCC)CCC. The catalyst is CC(C)=O.O.C1(C)C=CC=CC=1. The product is [C:1]1(=[C:6]2[NH:20][C:11](=[O:12])[C:10]3[CH:14]=[CH:15][CH:16]=[CH:17][C:9]=3[S:8]2)[CH2:5][CH2:4][CH2:3][CH2:2]1. The yield is 0.190.